This data is from Full USPTO retrosynthesis dataset with 1.9M reactions from patents (1976-2016). The task is: Predict the reactants needed to synthesize the given product. (1) Given the product [CH3:1][S:2][C:3]1[N:8]=[CH:7][C:6]([C@@H:14]2[CH2:15][CH2:16][C:12](=[O:17])[CH2:13]2)=[CH:5][N:4]=1, predict the reactants needed to synthesize it. The reactants are: [CH3:1][S:2][C:3]1[N:8]=[CH:7][C:6](B(O)O)=[CH:5][N:4]=1.[C:12]1(=[O:17])[CH2:16][CH2:15][CH:14]=[CH:13]1.C(N(CC)CC)C. (2) Given the product [Cl:1][C:2]1[C:7]([S:8]([N:11]([CH2:12][CH3:13])[O:14][CH3:15])(=[O:9])=[O:10])=[C:6]([OH:16])[C:5]([NH:17][C:18]2[C:19](=[O:24])[C:20](=[O:23])[C:21]=2[NH:27][CH:28]([CH2:31][CH3:32])[CH2:29][CH3:30])=[CH:4][CH:3]=1, predict the reactants needed to synthesize it. The reactants are: [Cl:1][C:2]1[C:7]([S:8]([N:11]([O:14][CH3:15])[CH2:12][CH3:13])(=[O:10])=[O:9])=[C:6]([OH:16])[C:5]([NH:17][C:18]2[C:21](=O)[C:20](=[O:23])[C:19]=2[O:24]CC)=[CH:4][CH:3]=1.[NH2:27][CH:28]([CH2:31][CH3:32])[CH2:29][CH3:30]. (3) Given the product [N:35]1[CH:36]=[CH:37][N:38]=[CH:39][C:34]=1[C:2]1[N:7]=[CH:6][C:5]([CH2:8][C:9]2[C:18]3[CH2:17][CH2:16][CH2:15][CH2:14][C:13]=3[N:12]=[C:11]([C:19]([NH:21][C@@H:22]3[C@@H:27]([OH:28])[CH2:26][O:25][CH2:24][CH2:23]3)=[O:20])[CH:10]=2)=[CH:4][CH:3]=1, predict the reactants needed to synthesize it. The reactants are: Cl[C:2]1[N:7]=[CH:6][C:5]([CH2:8][C:9]2[C:18]3[CH2:17][CH2:16][CH2:15][CH2:14][C:13]=3[N:12]=[C:11]([C:19]([NH:21][C@@H:22]3[C@@H:27]([OH:28])[CH2:26][O:25][CH2:24][CH2:23]3)=[O:20])[CH:10]=2)=[CH:4][CH:3]=1.C([Sn](CCCC)(CCCC)[C:34]1[CH:39]=[N:38][CH:37]=[CH:36][N:35]=1)CCC.